From a dataset of Peptide-MHC class I binding affinity with 185,985 pairs from IEDB/IMGT. Regression. Given a peptide amino acid sequence and an MHC pseudo amino acid sequence, predict their binding affinity value. This is MHC class I binding data. (1) The peptide sequence is YGVPAWRNAT. The MHC is Mamu-A2201 with pseudo-sequence Mamu-A2201. The binding affinity (normalized) is 0. (2) The peptide sequence is FENDIDEIL. The MHC is HLA-A68:02 with pseudo-sequence HLA-A68:02. The binding affinity (normalized) is 0.291. (3) The peptide sequence is PLHKYCVNLY. The MHC is HLA-A68:01 with pseudo-sequence HLA-A68:01. The binding affinity (normalized) is 0.188. (4) The MHC is HLA-B08:01 with pseudo-sequence HLA-B08:01. The binding affinity (normalized) is 0.0847. The peptide sequence is RRSLLAHVR. (5) The peptide sequence is LLVDLLWLL. The MHC is HLA-B44:02 with pseudo-sequence HLA-B44:02. The binding affinity (normalized) is 0. (6) The peptide sequence is RAYAAMHLW. The MHC is HLA-B39:01 with pseudo-sequence HLA-B39:01. The binding affinity (normalized) is 0.0847. (7) The peptide sequence is RQEKWMTGR. The MHC is HLA-B48:01 with pseudo-sequence HLA-B48:01. The binding affinity (normalized) is 0.0847. (8) The peptide sequence is WTGNYFTDT. The MHC is HLA-A33:01 with pseudo-sequence HLA-A33:01. The binding affinity (normalized) is 0.